This data is from Forward reaction prediction with 1.9M reactions from USPTO patents (1976-2016). The task is: Predict the product of the given reaction. (1) Given the reactants [CH3:1][O:2][C:3]1[CH:20]=[CH:19][C:6]([C:7]([NH:9][CH2:10][CH2:11][CH2:12][N:13]2[CH2:18][CH2:17][CH2:16][CH2:15][CH2:14]2)=O)=[CH:5][CH:4]=1.B, predict the reaction product. The product is: [CH3:1][O:2][C:3]1[CH:4]=[CH:5][C:6]([CH2:7][NH:9][CH2:10][CH2:11][CH2:12][N:13]2[CH2:18][CH2:17][CH2:16][CH2:15][CH2:14]2)=[CH:19][CH:20]=1. (2) Given the reactants [NH2:1][C:2]1[CH:3]=[C:4]([CH:24]=[CH:25][CH:26]=1)[O:5][C:6]1[CH:7]=[CH:8][C:9]2[N:10]([CH:12]=[C:13]([NH:15][C:16]([CH:18]3[CH2:23][CH2:22][O:21][CH2:20][CH2:19]3)=[O:17])[N:14]=2)[N:11]=1.C(N(CC)CC)C.[CH3:34][N:35]1[C:39]([C:40](Cl)=[O:41])=[CH:38][C:37]([CH3:43])=[N:36]1, predict the reaction product. The product is: [CH3:34][N:35]1[C:39]([C:40]([NH:1][C:2]2[CH:26]=[CH:25][CH:24]=[C:4]([O:5][C:6]3[CH:7]=[CH:8][C:9]4[N:10]([CH:12]=[C:13]([NH:15][C:16]([CH:18]5[CH2:19][CH2:20][O:21][CH2:22][CH2:23]5)=[O:17])[N:14]=4)[N:11]=3)[CH:3]=2)=[O:41])=[CH:38][C:37]([CH3:43])=[N:36]1. (3) The product is: [Cl:5][C:6]1[CH:30]=[CH:29][C:9]([C:10]([N:12]2[C:20]3[C:15](=[C:16]([F:23])[C:17]([OH:21])=[CH:18][CH:19]=3)[C:14]([CH2:24][C:25]([OH:27])=[O:26])=[C:13]2[CH3:28])=[O:11])=[CH:8][CH:7]=1. Given the reactants B(Br)(Br)Br.[Cl:5][C:6]1[CH:30]=[CH:29][C:9]([C:10]([N:12]2[C:20]3[C:15](=[C:16]([F:23])[C:17]([O:21]C)=[CH:18][CH:19]=3)[C:14]([CH2:24][C:25]([OH:27])=[O:26])=[C:13]2[CH3:28])=[O:11])=[CH:8][CH:7]=1, predict the reaction product. (4) The product is: [F:11][C:8]([F:9])([F:10])[C:5]1[CH:6]=[CH:7][C:2]([NH:1][C:19](=[O:21])[CH3:20])=[CH:3][CH:4]=1. Given the reactants [NH2:1][C:2]1[CH:7]=[CH:6][C:5]([C:8]([F:11])([F:10])[F:9])=[CH:4][CH:3]=1.C(N(CC)CC)C.[C:19](OC(=O)C)(=[O:21])[CH3:20], predict the reaction product. (5) Given the reactants C([N-][CH:5]([CH3:7])[CH3:6])(C)C.[Li+].[CH2:9]([O:11][C:12](=[O:17])CC(C)C)[CH3:10].CI.[CH2:20]1[CH2:24]OC[CH2:21]1, predict the reaction product. The product is: [CH2:9]([O:11][C:12](=[O:17])[C:5]([CH3:6])([CH3:7])[CH:20]([CH3:24])[CH3:21])[CH3:10].